This data is from Peptide-MHC class I binding affinity with 185,985 pairs from IEDB/IMGT. The task is: Regression. Given a peptide amino acid sequence and an MHC pseudo amino acid sequence, predict their binding affinity value. This is MHC class I binding data. (1) The peptide sequence is RPMTFKAAV. The MHC is HLA-B07:02 with pseudo-sequence HLA-B07:02. The binding affinity (normalized) is 0.810. (2) The peptide sequence is AKNPNRFVI. The MHC is HLA-A02:01 with pseudo-sequence HLA-A02:01. The binding affinity (normalized) is 0.